This data is from Forward reaction prediction with 1.9M reactions from USPTO patents (1976-2016). The task is: Predict the product of the given reaction. (1) Given the reactants [CH3:1][C:2]1([CH3:21])[O:20][CH2:19][C:5]2=[C:6]([N:13]3[CH2:18][CH2:17][O:16][CH2:15][CH2:14]3)[NH:7][C:8](=[O:12])[C:9]([C:10]#[N:11])=[C:4]2[CH2:3]1.C(=O)([O-])[O-].[K+].[K+].Br[CH2:29][C:30]([O:32][CH2:33][CH3:34])=[O:31], predict the reaction product. The product is: [C:10]([C:9]1[C:8]([O:12][CH2:29][C:30]([O:32][CH2:33][CH3:34])=[O:31])=[N:7][C:6]([N:13]2[CH2:14][CH2:15][O:16][CH2:17][CH2:18]2)=[C:5]2[CH2:19][O:20][C:2]([CH3:21])([CH3:1])[CH2:3][C:4]=12)#[N:11]. (2) Given the reactants [CH2:1]([O:5][C:6]([C:8]1[N:13]=[C:12]([C:14]2[CH:19]=[CH:18][CH:17]=[CH:16][CH:15]=2)[C:11]2[C:20]([CH2:23]Br)=[N:21][S:22][C:10]=2[C:9]=1[O:25]C(=O)C(C)(C)C)=[O:7])[CH2:2][CH2:3][CH3:4].[NH:32]1[C:40]2[C:35](=[CH:36][CH:37]=[CH:38][CH:39]=2)[CH:34]=[CH:33]1.[H-].[Na+].O, predict the reaction product. The product is: [CH2:1]([O:5][C:6]([C:8]1[N:13]=[C:12]([C:14]2[CH:15]=[CH:16][CH:17]=[CH:18][CH:19]=2)[C:11]2[C:20]([CH2:23][N:32]3[C:40]4[C:35](=[CH:36][CH:37]=[CH:38][CH:39]=4)[CH:34]=[CH:33]3)=[N:21][S:22][C:10]=2[C:9]=1[OH:25])=[O:7])[CH2:2][CH2:3][CH3:4]. (3) The product is: [CH3:18][O:17][N:16]([CH3:15])[C:10](=[O:12])[C@@H:9]([NH:8][C:6](=[O:7])[O:5][C:1]([CH3:2])([CH3:3])[CH3:4])[CH3:13]. Given the reactants [C:1]([O:5][C:6]([NH:8][C@@H:9]([CH3:13])[C:10]([OH:12])=O)=[O:7])([CH3:4])([CH3:3])[CH3:2].Cl.[CH3:15][NH:16][O:17][CH3:18].CN(C(ON1N=NC2C=CC=NC1=2)=[N+](C)C)C.F[P-](F)(F)(F)(F)F.C(N(CC)C(C)C)(C)C, predict the reaction product. (4) Given the reactants [F:1][C:2]1[CH:3]=[N:4][CH:5]=[CH:6][C:7]=1[CH2:8][CH2:9]OS(C)(=O)=O.[C:15]([N:22]1[CH2:27][CH2:26][NH:25][CH2:24][CH2:23]1)([O:17][C:18]([CH3:21])([CH3:20])[CH3:19])=[O:16].C([O-])([O-])=O.[K+].[K+].[Na+].[I-].C([O-])([O-])=O.[Cs+].[Cs+], predict the reaction product. The product is: [C:15]([N:22]1[CH2:23][CH2:24][N:25]([CH2:9][CH2:8][C:7]2[CH:6]=[CH:5][N:4]=[CH:3][C:2]=2[F:1])[CH2:26][CH2:27]1)([O:17][C:18]([CH3:21])([CH3:20])[CH3:19])=[O:16]. (5) Given the reactants Cl.[CH3:2][N:3]([CH3:8])[CH2:4][C:5](O)=[O:6].CN(C(ON1N=NC2C=CC=NC1=2)=[N+](C)C)C.F[P-](F)(F)(F)(F)F.CCN(CC)CC.[NH2:40][C:41]1([C:58]2[CH:63]=[CH:62][CH:61]=[CH:60][CH:59]=2)[C:49]2[C:44](=[CH:45][CH:46]=[C:47]([C:50]3[C:51]([CH3:56])=[N:52][O:53][C:54]=3[CH3:55])[CH:48]=2)[NH:43][C:42]1=[O:57], predict the reaction product. The product is: [CH3:2][N:3]([CH3:8])[CH2:4][C:5]([NH:40][C:41]1([C:58]2[CH:59]=[CH:60][CH:61]=[CH:62][CH:63]=2)[C:49]2[C:44](=[CH:45][CH:46]=[C:47]([C:50]3[C:51]([CH3:56])=[N:52][O:53][C:54]=3[CH3:55])[CH:48]=2)[NH:43][C:42]1=[O:57])=[O:6]. (6) Given the reactants [NH2:1][C@@H:2]([C:4]1[CH:13]=[CH:12][C:7]([C:8]([O:10][CH3:11])=[O:9])=[CH:6][CH:5]=1)[CH3:3].CO.[CH3:16][C:17]1([CH:23]=O)[CH2:22][CH2:21][CH2:20][CH2:19][CH2:18]1.C(O)(=O)C.C([BH3-])#N.[Na+], predict the reaction product. The product is: [CH3:16][C:17]1([CH2:23][NH:1][C@@H:2]([C:4]2[CH:13]=[CH:12][C:7]([C:8]([O:10][CH3:11])=[O:9])=[CH:6][CH:5]=2)[CH3:3])[CH2:22][CH2:21][CH2:20][CH2:19][CH2:18]1. (7) Given the reactants [CH3:1][O:2][CH2:3][CH2:4][C:5]1([C:18]([O-])=[O:19])[CH2:10][CH2:9][N:8]([C:11]([O:13][C:14]([CH3:17])([CH3:16])[CH3:15])=[O:12])[CH2:7][CH2:6]1.[H-].C([Al+]CC(C)C)C(C)C.C(O)(C)C.Cl, predict the reaction product. The product is: [C:14]([O:13][C:11]([N:8]1[CH2:9][CH2:10][C:5]([CH:18]=[O:19])([CH2:4][CH2:3][O:2][CH3:1])[CH2:6][CH2:7]1)=[O:12])([CH3:17])([CH3:16])[CH3:15]. (8) Given the reactants [CH3:1][N:2]1[CH2:25][CH2:24][C:5]2[N:6]([CH2:14][CH:15]([C:17]3[CH:18]=[N:19][C:20]([CH3:23])=[CH:21][CH:22]=3)O)[C:7]3[CH:8]=[CH:9][C:10]([CH3:13])=[CH:11][C:12]=3[C:4]=2[CH2:3]1.S(=O)(=O)(O)O.[OH-].[K+], predict the reaction product. The product is: [CH3:1][N:2]1[CH2:25][CH2:24][C:5]2[N:6](/[CH:14]=[CH:15]/[C:17]3[CH:18]=[N:19][C:20]([CH3:23])=[CH:21][CH:22]=3)[C:7]3[CH:8]=[CH:9][C:10]([CH3:13])=[CH:11][C:12]=3[C:4]=2[CH2:3]1. (9) Given the reactants Br[CH2:2][C:3]([O:5][C:6]([CH3:9])([CH3:8])[CH3:7])=[O:4].[Cl:10][C:11]1[CH:16]=[CH:15][C:14]([C:17]2[NH:21][C:20](=[O:22])[N:19]([CH2:23][C:24]([NH:26][CH2:27][C:28]3[CH:33]=[CH:32][CH:31]=[C:30]([C:34]([F:37])([F:36])[F:35])[CH:29]=3)=[O:25])[N:18]=2)=[CH:13][CH:12]=1.C(=O)([O-])[O-].[Cs+].[Cs+], predict the reaction product. The product is: [C:6]([O:5][C:3](=[O:4])[CH2:2][N:21]1[C:20](=[O:22])[N:19]([CH2:23][C:24](=[O:25])[NH:26][CH2:27][C:28]2[CH:33]=[CH:32][CH:31]=[C:30]([C:34]([F:37])([F:36])[F:35])[CH:29]=2)[N:18]=[C:17]1[C:14]1[CH:13]=[CH:12][C:11]([Cl:10])=[CH:16][CH:15]=1)([CH3:9])([CH3:8])[CH3:7].